This data is from Forward reaction prediction with 1.9M reactions from USPTO patents (1976-2016). The task is: Predict the product of the given reaction. (1) Given the reactants [Cl:1][C:2]1[N:7]=[C:6]([N:8]([CH3:10])[CH3:9])[CH:5]=[C:4]([Cl:11])[N:3]=1.[NH:12]([CH3:14])[CH3:13].C([O-])(O)=O.[Na+], predict the reaction product. The product is: [Cl:1][C:2]1[N:7]=[C:6]([N:8]([CH3:10])[CH3:9])[CH:5]=[C:4]([N:12]([CH3:14])[CH3:13])[N:3]=1.[Cl:11][C:4]1[N:3]=[C:2]([N:12]([CH3:14])[CH3:13])[N:7]=[C:6]([N:8]([CH3:10])[CH3:9])[CH:5]=1. (2) Given the reactants [Cr](O)(O)(=O)=O.[C:6]1([C:12]#[C:13][CH2:14][CH2:15][CH2:16][CH2:17][CH2:18]O)[CH:11]=[CH:10][CH:9]=[CH:8][CH:7]=1.O, predict the reaction product. The product is: [C:6]1([C:12]#[C:13][CH2:14][CH2:15][CH2:16][CH2:17][CH3:18])[CH:11]=[CH:10][CH:9]=[CH:8][CH:7]=1. (3) The product is: [N+:11]([C:7]1[C:8]([NH2:1])=[CH:9][C:4]([C:3]([F:15])([F:14])[F:2])=[N:5][CH:6]=1)([O-:13])=[O:12]. Given the reactants [NH3:1].[F:2][C:3]([F:15])([F:14])[C:4]1[CH:9]=[C:8](Cl)[C:7]([N+:11]([O-:13])=[O:12])=[CH:6][N:5]=1, predict the reaction product.